Task: Predict the reaction yield, written as a fraction of the theoretical maximum amount of product (1.0 means a 100% yield; for example, 0.34 means a 34% yield).. Dataset: Reaction yield outcomes from USPTO patents with 853,638 reactions (1) The reactants are [Cl:1][C:2]1[C:10]2[C:9]([NH:11][C:12]3[CH:21]=[CH:20][CH:19]=[CH:18][C:13]=3[C:14]([NH:16][CH3:17])=[O:15])=[N:8][C:7]([NH:22][C:23]3[CH:28]=[C:27]([N+:29]([O-])=O)[CH:26]=[CH:25][C:24]=3[O:32][CH3:33])=[N:6][C:5]=2[N:4]([CH2:34][O:35][CH2:36][CH2:37][Si:38]([CH3:41])([CH3:40])[CH3:39])[CH:3]=1.O.[Cl-].[NH4+]. The catalyst is CCO.[Fe]. The product is [NH2:29][C:27]1[CH:26]=[CH:25][C:24]([O:32][CH3:33])=[C:23]([NH:22][C:7]2[N:8]=[C:9]([NH:11][C:12]3[CH:21]=[CH:20][CH:19]=[CH:18][C:13]=3[C:14]([NH:16][CH3:17])=[O:15])[C:10]3[C:2]([Cl:1])=[CH:3][N:4]([CH2:34][O:35][CH2:36][CH2:37][Si:38]([CH3:41])([CH3:39])[CH3:40])[C:5]=3[N:6]=2)[CH:28]=1. The yield is 0.830. (2) The reactants are C[O:2][C:3]([C:5]1([C:8]2[CH:9]=[C:10]3[C:15](=[CH:16][CH:17]=2)[O:14][CH2:13][CH2:12][CH2:11]3)[CH2:7][CH2:6]1)=[O:4].O[Li].[OH2:20].[CH3:21][OH:22]. The catalyst is O. The product is [OH:20][C:11]1([O:22][CH3:21])[C:10]2[C:15](=[CH:16][CH:17]=[C:8]([C:5]3([C:3]([OH:2])=[O:4])[CH2:7][CH2:6]3)[CH:9]=2)[O:14][CH2:13][CH2:12]1. The yield is 0.760. (3) The reactants are [Cl:1][C:2]1[CH:9]=[CH:8][C:5]([CH2:6][NH2:7])=[CH:4][CH:3]=1.[C:10]([CH2:12][C:13](O)=[O:14])#[N:11].C1C=CC2N(O)N=NC=2C=1.CCN=C=NCCCN(C)C.Cl. The catalyst is O1CCOCC1. The product is [Cl:1][C:2]1[CH:9]=[CH:8][C:5]([CH2:6][NH:7][C:13](=[O:14])[CH2:12][C:10]#[N:11])=[CH:4][CH:3]=1. The yield is 0.890.